Predict the reaction yield, written as a fraction of the theoretical maximum amount of product (1.0 means a 100% yield; for example, 0.34 means a 34% yield). From a dataset of Reaction yield outcomes from USPTO patents with 853,638 reactions. (1) The reactants are [Cl:1][C:2]1[CH:3]=[C:4]2[C:10]([CH:11]([C:13]3[N:14]([CH2:27][CH3:28])[N:15]=[C:16]([NH:18][CH2:19][C:20]4[CH:25]=[CH:24][C:23]([F:26])=[CH:22][CH:21]=4)[CH:17]=3)O)=[CH:9][N:8]([Si](C(C)C)(C(C)C)C(C)C)[C:5]2=[N:6][CH:7]=1.C([SiH](CC)CC)C.FC(F)(F)C(O)=O. The catalyst is C(#N)C. The product is [Cl:1][C:2]1[CH:3]=[C:4]2[C:10]([CH2:11][C:13]3[N:14]([CH2:27][CH3:28])[N:15]=[C:16]([NH:18][CH2:19][C:20]4[CH:21]=[CH:22][C:23]([F:26])=[CH:24][CH:25]=4)[CH:17]=3)=[CH:9][NH:8][C:5]2=[N:6][CH:7]=1. The yield is 0.220. (2) The reactants are [Cl:1][C:2]1[CH:3]=[CH:4][C:5]2[S:9][C:8]([S:10](Cl)(=[O:12])=[O:11])=[C:7]([CH3:14])[C:6]=2[CH:15]=1.[NH2:16][C:17]1[CH:18]=[C:19]([CH:24]=[CH:25][CH:26]=1)[C:20]([O:22]C)=[O:21].N1C=CC=CC=1. The catalyst is C(Cl)Cl. The product is [Cl:1][C:2]1[CH:3]=[CH:4][C:5]2[S:9][C:8]([S:10]([NH:16][C:17]3[CH:18]=[C:19]([CH:24]=[CH:25][CH:26]=3)[C:20]([OH:22])=[O:21])(=[O:12])=[O:11])=[C:7]([CH3:14])[C:6]=2[CH:15]=1. The yield is 0.280. (3) The reactants are [O:1]=[C:2]1[N:6]([CH:7]([CH3:18])[C:8]([O:10]CC2C=CC=CC=2)=[O:9])[CH2:5][CH2:4][O:3]1.[H][H]. The catalyst is [Pd].C(O)C. The product is [O:1]=[C:2]1[N:6]([CH:7]([CH3:18])[C:8]([OH:10])=[O:9])[CH2:5][CH2:4][O:3]1. The yield is 1.00.